Dataset: Full USPTO retrosynthesis dataset with 1.9M reactions from patents (1976-2016). Task: Predict the reactants needed to synthesize the given product. (1) Given the product [Cl:1][C:2]1[CH:7]=[CH:6][C:5]([C@H:8]([C:19]2[CH:27]=[CH:26][C:22]([C:23]([OH:25])=[O:24])=[CH:21][CH:20]=2)[CH2:9]/[C:10](=[N:30]\[OH:31])/[C:12]2[CH:17]=[CH:16][N:15]=[C:14]([CH3:18])[CH:13]=2)=[C:4]([CH3:28])[CH:3]=1, predict the reactants needed to synthesize it. The reactants are: [Cl:1][C:2]1[CH:7]=[CH:6][C:5]([C@H:8]([C:19]2[CH:27]=[CH:26][C:22]([C:23]([OH:25])=[O:24])=[CH:21][CH:20]=2)[CH2:9][C:10]([C:12]2[CH:17]=[CH:16][N:15]=[C:14]([CH3:18])[CH:13]=2)=O)=[C:4]([CH3:28])[CH:3]=1.Cl.[NH2:30][OH:31].C(=O)([O-])O.[Na+]. (2) Given the product [O:14]1[CH2:18][CH2:17][CH2:16][CH:15]1[CH2:19][N:10]1[C:11]2[C:7](=[CH:6][C:5]([CH2:3][OH:4])=[CH:13][CH:12]=2)[CH:8]=[N:9]1, predict the reactants needed to synthesize it. The reactants are: CO[C:3]([C:5]1[CH:6]=[C:7]2[C:11](=[CH:12][CH:13]=1)[NH:10][N:9]=[CH:8]2)=[O:4].[O:14]1[CH2:18][CH2:17][CH2:16][CH:15]1[CH2:19]OS(C)(=O)=O. (3) Given the product [Cl:1][C:2]1[CH:18]=[CH:17][C:5]2=[N:6][N:7]([C:9]3[CH:14]=[CH:13][C:12]([O:15][CH2:20][CH2:21][CH2:22][CH2:23][CH2:24][CH2:25][CH2:26][CH3:27])=[CH:11][C:10]=3[OH:16])[N:8]=[C:4]2[CH:3]=1, predict the reactants needed to synthesize it. The reactants are: [Cl:1][C:2]1[CH:18]=[CH:17][C:5]2=[N:6][N:7]([C:9]3[CH:14]=[CH:13][C:12]([OH:15])=[CH:11][C:10]=3[OH:16])[N:8]=[C:4]2[CH:3]=1.Br[CH2:20][CH2:21][CH2:22][CH2:23][CH2:24][CH2:25][CH2:26][CH3:27].C(=O)([O-])[O-].[K+].[K+].CC(C)=O. (4) Given the product [C:26]([C:30]1[N:34]=[C:33]([N:13]2[CH2:14][CH2:15][CH:10]([N:7]3[CH2:8][CH2:9][C@H:5]([O:4][C:3]4[CH:17]=[C:18]([F:25])[C:19]([S:21]([CH3:24])(=[O:23])=[O:22])=[CH:20][C:2]=4[F:1])[C:6]3=[O:16])[CH2:11][CH2:12]2)[S:32][N:31]=1)([CH3:29])([CH3:28])[CH3:27], predict the reactants needed to synthesize it. The reactants are: [F:1][C:2]1[CH:20]=[C:19]([S:21]([CH3:24])(=[O:23])=[O:22])[C:18]([F:25])=[CH:17][C:3]=1[O:4][C@H:5]1[CH2:9][CH2:8][N:7]([CH:10]2[CH2:15][CH2:14][NH:13][CH2:12][CH2:11]2)[C:6]1=[O:16].[C:26]([C:30]1[N:34]=[C:33](Cl)[S:32][N:31]=1)([CH3:29])([CH3:28])[CH3:27].C(N(CC)CC)C.